From a dataset of Full USPTO retrosynthesis dataset with 1.9M reactions from patents (1976-2016). Predict the reactants needed to synthesize the given product. (1) Given the product [NH2:32][C@@H:8]([CH2:1][C:2]1[CH:3]=[CH:4][CH:5]=[CH:6][CH:7]=1)[C@H:9]([OH:31])[CH2:10][CH:11]([O:25][CH:26]1[CH2:27][CH2:28][CH2:29][CH2:30]1)[S:12]([C:15]1[CH:16]=[C:17]2[C:22](=[CH:23][CH:24]=1)[N:21]=[CH:20][CH:19]=[N:18]2)(=[O:13])=[O:14], predict the reactants needed to synthesize it. The reactants are: [CH2:1]([C@H:8]([NH:32]C(=O)OC(C)(C)C)[C@H:9]([OH:31])[CH2:10][CH:11]([O:25][CH:26]1[CH2:30][CH2:29][CH2:28][CH2:27]1)[S:12]([C:15]1[CH:16]=[C:17]2[C:22](=[CH:23][CH:24]=1)[N:21]=[CH:20][CH:19]=[N:18]2)(=[O:14])=[O:13])[C:2]1[CH:7]=[CH:6][CH:5]=[CH:4][CH:3]=1.FC(F)(F)C(O)=O. (2) Given the product [CH:12]([N:4]1[C:5]([CH:7]2[CH2:10][N:9]([CH3:11])[CH2:8]2)=[CH:6][C:2]([C:23]2[CH:24]=[C:25]([C:30]([F:33])([F:32])[F:31])[C:26]([NH2:29])=[N:27][CH:28]=2)=[N:3]1)([CH3:14])[CH3:13], predict the reactants needed to synthesize it. The reactants are: I[C:2]1[CH:6]=[C:5]([CH:7]2[CH2:10][N:9]([CH3:11])[CH2:8]2)[N:4]([CH:12]([CH3:14])[CH3:13])[N:3]=1.CC1(C)C(C)(C)OC([C:23]2[CH:24]=[C:25]([C:30]([F:33])([F:32])[F:31])[C:26]([NH2:29])=[N:27][CH:28]=2)O1.C(=O)([O-])[O-].[Cs+].[Cs+]. (3) Given the product [C:1]1([CH2:7][CH2:8][O:9][C:11]2[N:12]=[C:13]([OH:21])[C:14]3[CH:20]=[CH:19][N:18]=[CH:17][C:15]=3[N:16]=2)[CH:6]=[CH:5][CH:4]=[CH:3][CH:2]=1, predict the reactants needed to synthesize it. The reactants are: [C:1]1([CH2:7][CH2:8][OH:9])[CH:6]=[CH:5][CH:4]=[CH:3][CH:2]=1.Cl[C:11]1[N:12]=[C:13]([OH:21])[C:14]2[CH:20]=[CH:19][N:18]=[CH:17][C:15]=2[N:16]=1. (4) Given the product [CH3:24][O:23][C:3]1[CH:4]=[C:5]2[C:10](=[CH:11][C:2]=1[O:1][CH2:42][C@H:43]1[CH2:44][O:45]1)[N:9]=[CH:8][N:7]=[C:6]2[O:12][C:13]1[CH:14]=[C:15]2[C:19](=[CH:20][CH:21]=1)[NH:18][CH:17]=[C:16]2[CH3:22], predict the reactants needed to synthesize it. The reactants are: [OH:1][C:2]1[CH:11]=[C:10]2[C:5]([C:6]([O:12][C:13]3[CH:14]=[C:15]4[C:19](=[CH:20][CH:21]=3)[NH:18][CH:17]=[C:16]4[CH3:22])=[N:7][CH:8]=[N:9]2)=[CH:4][C:3]=1[O:23][CH3:24].C(=O)([O-])[O-].[K+].[K+].CC1C=CC(S(O[CH2:42][C@@H:43]2[O:45][CH2:44]2)(=O)=O)=CC=1. (5) Given the product [Cl:1][C:2]1[CH:10]=[CH:9][C:5]([C:6]([O:11][NH:12][C:13](=[O:17])[O:14][CH2:15][CH3:16])=[O:7])=[CH:4][CH:3]=1, predict the reactants needed to synthesize it. The reactants are: [Cl:1][C:2]1[CH:10]=[CH:9][C:5]([C:6](Cl)=[O:7])=[CH:4][CH:3]=1.[OH:11][NH:12][C:13](=[O:17])[O:14][CH2:15][CH3:16].C(N(CC)CC)C. (6) Given the product [F:1][C:2]([F:15])([F:14])[C:3]1[CH:8]=[CH:7][C:6](/[CH:9]=[CH:10]/[C:11]([NH2:17])=[O:12])=[CH:5][CH:4]=1, predict the reactants needed to synthesize it. The reactants are: [F:1][C:2]([F:15])([F:14])[C:3]1[CH:8]=[CH:7][C:6](/[CH:9]=[CH:10]/[C:11](O)=[O:12])=[CH:5][CH:4]=1.C[N:17](C)C=O.O=S(Cl)Cl.N. (7) Given the product [Cl:1][C:2]1[CH:7]=[C:6]([Cl:8])[CH:5]=[CH:4][C:3]=1[CH2:9][C:10]([O:12][CH3:14])=[O:11], predict the reactants needed to synthesize it. The reactants are: [Cl:1][C:2]1[CH:7]=[C:6]([Cl:8])[CH:5]=[CH:4][C:3]=1[CH2:9][C:10]([OH:12])=[O:11].Cl.[CH3:14]O. (8) Given the product [CH3:20][O:19][C:17]1[CH:18]=[C:13]([CH:14]=[C:15]([O:21][CH2:2][CH2:3][O:4][CH2:5][CH2:6][O:7][CH2:8][CH2:9][O:10][CH3:11])[CH:16]=1)[NH2:12], predict the reactants needed to synthesize it. The reactants are: Br[CH2:2][CH2:3][O:4][CH2:5][CH2:6][O:7][CH2:8][CH2:9][O:10][CH3:11].[NH2:12][C:13]1[CH:14]=[C:15]([OH:21])[CH:16]=[C:17]([O:19][CH3:20])[CH:18]=1.C([O-])([O-])=O.[K+].[K+].[Na+].[I-]. (9) The reactants are: C[CH:2]1[CH:11]2[CH2:12][CH:7]3[CH2:8][CH2:9][C:10]2([CH3:13])[C:5](O)([C:6]3([CH3:15])C)[CH2:4][CH2:3]1.CC1C(C)(C)C2C=C([C:30](C)=[O:31])C(C)=CC=2C1(C)C.C1([CH:41]([OH:48])CCCCCC)C=CC=CC=1.C1(C([OH:61])CCCCC)C=CC=CC=1.CC(CO)=CCCC1(C)C(=C)C2CC1CC2.C1CCCCCCC(=O)OCCCCCCC1.CC1C2CC(CC2C(C)=CC(OC(C)=O)C1)=C(C)C.COC1C=CC2C(=CC=CC=2)C=1.CC1C2[C@@]3(C)CC[C@@H](C(C)C)C2C3CC=1. Given the product [C:30]1(=[O:31])[O:61][CH2:15][CH2:6][CH2:5][CH2:4][CH2:3][CH2:2][CH2:11][CH2:12][CH2:7][CH2:8][CH2:9][CH2:10][CH2:13][CH2:41][O:48]1, predict the reactants needed to synthesize it.